The task is: Predict the product of the given reaction.. This data is from Forward reaction prediction with 1.9M reactions from USPTO patents (1976-2016). (1) The product is: [F:1][C:2]1[CH:3]=[C:4]([NH:21][C:32]([NH:31][C:29](=[O:30])[CH2:28][C:22]2[CH:23]=[CH:24][CH:25]=[CH:26][CH:27]=2)=[S:33])[CH:5]=[CH:6][C:7]=1[O:8][C:9]1[C:10]2[N:17]([CH2:18][O:19][CH3:20])[CH:16]=[CH:15][C:11]=2[N:12]=[CH:13][N:14]=1. Given the reactants [F:1][C:2]1[CH:3]=[C:4]([NH2:21])[CH:5]=[CH:6][C:7]=1[O:8][C:9]1[C:10]2[N:17]([CH2:18][O:19][CH3:20])[CH:16]=[CH:15][C:11]=2[N:12]=[CH:13][N:14]=1.[C:22]1([CH2:28][C:29]([N:31]=[C:32]=[S:33])=[O:30])[CH:27]=[CH:26][CH:25]=[CH:24][CH:23]=1, predict the reaction product. (2) Given the reactants [N:1]1[CH:6]=[CH:5][CH:4]=[C:3](B(O)O)[CH:2]=1.C([O-])([O-])=O.[Cs+].[Cs+].Br[C:17]1[N:18]([C:49]2[N:50]=[CH:51][N:52]=[C:53]([NH2:56])[C:54]=2[N:55]=1)[C@@H:19]1[O:48][C@H:38]([CH2:39][O:40][Si:41]([C:44]([CH3:47])([CH3:46])[CH3:45])([CH3:43])[CH3:42])[C@@H:29]([O:30][Si:31]([C:34]([CH3:37])([CH3:36])[CH3:35])([CH3:33])[CH3:32])[C@H:20]1[O:21][Si:22]([C:25]([CH3:28])([CH3:27])[CH3:26])([CH3:24])[CH3:23], predict the reaction product. The product is: [Si:22]([O:21][C@@H:20]1[C@H:29]([O:30][Si:31]([C:34]([CH3:35])([CH3:36])[CH3:37])([CH3:33])[CH3:32])[C@@H:38]([CH2:39][O:40][Si:41]([C:44]([CH3:45])([CH3:46])[CH3:47])([CH3:42])[CH3:43])[O:48][C@H:19]1[N:18]1[C:49]2[N:50]=[CH:51][N:52]=[C:53]([NH2:56])[C:54]=2[N:55]=[C:17]1[C:3]1[CH:2]=[N:1][CH:6]=[CH:5][CH:4]=1)([C:25]([CH3:27])([CH3:28])[CH3:26])([CH3:23])[CH3:24].